From a dataset of NCI-60 drug combinations with 297,098 pairs across 59 cell lines. Regression. Given two drug SMILES strings and cell line genomic features, predict the synergy score measuring deviation from expected non-interaction effect. (1) Drug 1: CC1CC2C3CCC4=CC(=O)C=CC4(C3(C(CC2(C1(C(=O)CO)O)C)O)F)C. Drug 2: CC1(CCCN1)C2=NC3=C(C=CC=C3N2)C(=O)N. Cell line: NCI-H460. Synergy scores: CSS=2.46, Synergy_ZIP=-1.96, Synergy_Bliss=-5.33, Synergy_Loewe=-1.93, Synergy_HSA=-3.06. (2) Drug 1: C1CN1C2=NC(=NC(=N2)N3CC3)N4CC4. Drug 2: C1=CC(=CC=C1CC(C(=O)O)N)N(CCCl)CCCl.Cl. Cell line: HS 578T. Synergy scores: CSS=19.1, Synergy_ZIP=-7.91, Synergy_Bliss=-3.11, Synergy_Loewe=-3.87, Synergy_HSA=0.564. (3) Drug 1: CC1OCC2C(O1)C(C(C(O2)OC3C4COC(=O)C4C(C5=CC6=C(C=C35)OCO6)C7=CC(=C(C(=C7)OC)O)OC)O)O. Drug 2: C1=CC(=CC=C1CCCC(=O)O)N(CCCl)CCCl. Cell line: LOX IMVI. Synergy scores: CSS=49.8, Synergy_ZIP=0.821, Synergy_Bliss=2.63, Synergy_Loewe=6.70, Synergy_HSA=9.24. (4) Drug 1: C1=NC2=C(N=C(N=C2N1C3C(C(C(O3)CO)O)O)F)N. Drug 2: C1CN(CCN1C(=O)CCBr)C(=O)CCBr. Cell line: SK-OV-3. Synergy scores: CSS=6.08, Synergy_ZIP=-0.0305, Synergy_Bliss=4.73, Synergy_Loewe=1.29, Synergy_HSA=1.59.